This data is from Forward reaction prediction with 1.9M reactions from USPTO patents (1976-2016). The task is: Predict the product of the given reaction. (1) The product is: [F:14][C:15]1[C:20]([C:21]2[CH:22]=[N:23][CH:24]=[CH:25][CH:26]=2)=[CH:19][CH:18]=[CH:17][C:16]=1[C:2]1[CH:3]=[C:4]([C:8]2[CH:13]=[CH:12][CH:11]=[CH:10][CH:9]=2)[N:5]=[N:6][CH:7]=1. Given the reactants I[C:2]1[CH:3]=[C:4]([C:8]2[CH:13]=[CH:12][CH:11]=[CH:10][CH:9]=2)[N:5]=[N:6][CH:7]=1.[F:14][C:15]1[C:20]([C:21]2[CH:22]=[N:23][CH:24]=[CH:25][CH:26]=2)=[CH:19][CH:18]=[CH:17][C:16]=1B(O)O.C([O-])([O-])=O.[Na+].[Na+], predict the reaction product. (2) Given the reactants Br[C:2]1[CH:3]=[CH:4][C:5]2[C:11]3[N:12](CC4C=CC(OC)=CC=4OC)[C:13](=[O:21])[C:14]([C:17]([O:19]C)=[O:18])=[C:15]([OH:16])[C:10]=3[CH2:9][CH2:8][S:7][C:6]=2[CH:33]=1.[NH:34]1[CH2:38][CH2:37][CH2:36][CH2:35]1, predict the reaction product. The product is: [OH:16][C:15]1[C:10]2[CH2:9][CH2:8][S:7][C:6]3[CH:33]=[C:2]([N:34]4[CH2:38][CH2:37][CH2:36][CH2:35]4)[CH:3]=[CH:4][C:5]=3[C:11]=2[NH:12][C:13](=[O:21])[C:14]=1[C:17]([OH:19])=[O:18]. (3) Given the reactants O.[OH-].[Li+].C[O:5][C:6](=[O:34])[CH2:7][C:8]1[C:17]([CH3:18])=[C:16]([C:19]2[CH:24]=[CH:23][C:22]([S:25](=[O:32])(=[O:31])[N:26]([CH2:29][CH3:30])[CH2:27][CH3:28])=[CH:21][CH:20]=2)[C:15]2[C:10](=[CH:11][CH:12]=[C:13]([Cl:33])[CH:14]=2)[CH:9]=1.C1COCC1.O, predict the reaction product. The product is: [Cl:33][C:13]1[CH:14]=[C:15]2[C:10](=[CH:11][CH:12]=1)[CH:9]=[C:8]([CH2:7][C:6]([OH:34])=[O:5])[C:17]([CH3:18])=[C:16]2[C:19]1[CH:24]=[CH:23][C:22]([S:25](=[O:31])(=[O:32])[N:26]([CH2:29][CH3:30])[CH2:27][CH3:28])=[CH:21][CH:20]=1. (4) Given the reactants [OH:1][CH2:2][CH2:3][CH2:4][O:5][C:6]1[CH:7]=[C:8]([NH:12][C:13]2[CH:14]=[CH:15][C:16]([CH3:34])=[C:17]([C:19]3[S:23][C:22]([S:24][CH3:25])=[C:21]([C:26]#[N:27])[C:20]=3[C:28]3[CH:29]=[N:30][CH:31]=[CH:32][CH:33]=3)[CH:18]=2)[CH:9]=[CH:10][CH:11]=1.CCN(CC)CC.[CH3:42][S:43](Cl)(=[O:45])=[O:44].O, predict the reaction product. The product is: [C:26]([C:21]1[C:20]([C:28]2[CH:29]=[N:30][CH:31]=[CH:32][CH:33]=2)=[C:19]([C:17]2[CH:18]=[C:13]([NH:12][C:8]3[CH:7]=[C:6]([CH:11]=[CH:10][CH:9]=3)[O:5][CH2:4][CH2:3][CH2:2][O:1][S:43]([CH3:42])(=[O:45])=[O:44])[CH:14]=[CH:15][C:16]=2[CH3:34])[S:23][C:22]=1[S:24][CH3:25])#[N:27].